Predict the reaction yield, written as a fraction of the theoretical maximum amount of product (1.0 means a 100% yield; for example, 0.34 means a 34% yield). From a dataset of Reaction yield outcomes from USPTO patents with 853,638 reactions. (1) The product is [CH3:1][C:2]1[CH:3]=[N:4][C:5]2[C:10]([C:11]=1[C:12]1[CH:13]=[C:14]([CH:15]=[CH:16][CH:17]=1)[O:18][CH2:24][C:25]1[CH:30]=[CH:29][C:28]([CH2:31][CH2:32][OH:33])=[CH:27][CH:26]=1)=[CH:9][CH:8]=[CH:7][C:6]=2[C:19]([F:22])([F:20])[F:21]. The reactants are [CH3:1][C:2]1[CH:3]=[N:4][C:5]2[C:10]([C:11]=1[C:12]1[CH:13]=[C:14]([OH:18])[CH:15]=[CH:16][CH:17]=1)=[CH:9][CH:8]=[CH:7][C:6]=2[C:19]([F:22])([F:21])[F:20].Br[CH2:24][C:25]1[CH:30]=[CH:29][C:28]([CH2:31][CH2:32][OH:33])=[CH:27][CH:26]=1.C([O-])([O-])=O.[Cs+].[Cs+].Cl. The yield is 0.750. The catalyst is C(Cl)Cl. (2) The reactants are [N+:1]([C:4]1[CH2:16][O:15][C:14]2[CH:13]=[CH:12][C:11]3[CH2:10][NH:9][C:8](=[O:17])[C:7]=3[C:6]=2[CH:5]=1)([O-:3])=[O:2].[Na]. No catalyst specified. The product is [N+:1]([CH:4]1[CH2:16][O:15][C:14]2[CH:13]=[CH:12][C:11]3[CH2:10][NH:9][C:8](=[O:17])[C:7]=3[C:6]=2[CH2:5]1)([O-:3])=[O:2]. The yield is 0.710. (3) The reactants are [Cl-].[C:2]([O:6][C:7](=[O:10])[CH2:8][Zn+])([CH3:5])([CH3:4])[CH3:3].[Br:11][C:12]1[CH:13]=[C:14]2[C:25](=[CH:26][CH:27]=1)[O:24][C:17]1[C:18]([F:23])=[N:19][C:20]([Cl:22])=[CH:21][C:16]=1/[C:15]/2=[N:28]\[S:29]([C:31]([CH3:34])([CH3:33])[CH3:32])=[O:30]. The catalyst is C1COCC1.CCOC(C)=O. The product is [Br:11][C:12]1[CH:13]=[C:14]2[C:25](=[CH:26][CH:27]=1)[O:24][C:17]1[C:18]([F:23])=[N:19][C:20]([Cl:22])=[CH:21][C:16]=1[C:15]2([CH2:8][C:7]([O:6][C:2]([CH3:5])([CH3:4])[CH3:3])=[O:10])[NH:28][S:29]([C:31]([CH3:34])([CH3:33])[CH3:32])=[O:30]. The yield is 0.591.